From a dataset of Full USPTO retrosynthesis dataset with 1.9M reactions from patents (1976-2016). Predict the reactants needed to synthesize the given product. (1) Given the product [C:36]([O-:39])(=[O:38])[CH3:37].[Pd+2:40].[OH:29][CH:26]1[CH2:27][CH2:28][CH:24]([CH:17]([CH:18]2[CH2:22][CH2:21][CH:20]([OH:23])[CH2:19]2)[CH2:16][CH2:15][PH:14][CH2:13][CH2:12][CH2:11][PH:10][CH2:9][CH2:8][CH:7]([CH:4]2[CH2:5][CH2:6][CH:2]([OH:1])[CH2:3]2)[CH:30]2[CH2:34][CH2:33][CH:32]([OH:35])[CH2:31]2)[CH2:25]1.[C:41]([O-:44])(=[O:43])[CH3:42], predict the reactants needed to synthesize it. The reactants are: [OH:1][CH:2]1[CH2:6][CH2:5][CH:4]([CH:7]([CH:30]2[CH2:34][CH2:33][CH:32]([OH:35])[CH2:31]2)[CH2:8][CH2:9][PH:10][CH2:11][CH2:12][CH2:13][PH:14][CH2:15][CH2:16][CH:17]([CH:24]2[CH2:28][CH2:27][CH:26]([OH:29])[CH2:25]2)[CH:18]2[CH2:22][CH2:21][CH:20]([OH:23])[CH2:19]2)[CH2:3]1.[C:36]([O-:39])(=[O:38])[CH3:37].[Pd+2:40].[C:41]([O-:44])(=[O:43])[CH3:42]. (2) Given the product [CH2:21]([O:8][C:6]1[CH:5]=[C:4]([F:9])[C:3]([C:10]2[N:15]=[C:14]([C:16]([O:18][CH3:19])=[O:17])[CH:13]=[CH:12][C:11]=2[F:20])=[C:2]([F:1])[CH:7]=1)[CH3:22], predict the reactants needed to synthesize it. The reactants are: [F:1][C:2]1[CH:7]=[C:6]([OH:8])[CH:5]=[C:4]([F:9])[C:3]=1[C:10]1[N:15]=[C:14]([C:16]([O:18][CH3:19])=[O:17])[CH:13]=[CH:12][C:11]=1[F:20].[CH2:21](O)[CH3:22].C1(P(C2C=CC=CC=2)C2C=CC=CC=2)C=CC=CC=1. (3) Given the product [CH3:11][N:12]1[CH2:17][CH2:16][N:15]([C:1]([NH2:2])=[O:10])[CH2:14][CH2:13]1, predict the reactants needed to synthesize it. The reactants are: [C:1](=[O:10])(OC1C=CC=CC=1)[NH2:2].[CH3:11][N:12]1[CH2:17][CH2:16][NH:15][CH2:14][CH2:13]1. (4) Given the product [N:34]1[CH:35]=[CH:36][CH:37]=[CH:38][C:33]=1[CH2:32][O:31][C:28]1[CH:27]=[CH:26][C:25]([C:21]2([C:18]3[CH:19]=[CH:20][C:15]([C:12]4[N:11]=[N:10][C:9]([C:7](=[O:6])[CH3:8])=[CH:14][CH:13]=4)=[CH:16][CH:17]=3)[CH2:24][CH2:23][CH2:22]2)=[CH:30][CH:29]=1, predict the reactants needed to synthesize it. The reactants are: Cl.C([O:6][C:7]([C:9]1[N:10]=[N:11][C:12]([C:15]2[CH:20]=[CH:19][C:18]([C:21]3([C:25]4[CH:30]=[CH:29][C:28]([O:31][CH2:32][C:33]5[CH:38]=[CH:37][CH:36]=[CH:35][N:34]=5)=[CH:27][CH:26]=4)[CH2:24][CH2:23][CH2:22]3)=[CH:17][CH:16]=2)=[CH:13][CH:14]=1)=[CH2:8])CCC. (5) Given the product [CH2:1]([O:3][C:4]([C:6]1([C:9]2[CH:10]=[CH:11][C:12]([C:15]3[CH:20]=[CH:19][C:18]([C:21]4[O:25][N:24]=[C:23]([CH3:26])[C:22]=4[NH:27][C:29]4[CH:34]=[CH:33][CH:32]=[C:31]([O:35][CH2:36][CH2:37][CH3:38])[N:30]=4)=[CH:17][CH:16]=3)=[CH:13][CH:14]=2)[CH2:8][CH2:7]1)=[O:5])[CH3:2], predict the reactants needed to synthesize it. The reactants are: [CH2:1]([O:3][C:4]([C:6]1([C:9]2[CH:14]=[CH:13][C:12]([C:15]3[CH:20]=[CH:19][C:18]([C:21]4[O:25][N:24]=[C:23]([CH3:26])[C:22]=4[NH2:27])=[CH:17][CH:16]=3)=[CH:11][CH:10]=2)[CH2:8][CH2:7]1)=[O:5])[CH3:2].Br[C:29]1[CH:34]=[CH:33][CH:32]=[C:31]([O:35][CH2:36][CH2:37][CH3:38])[N:30]=1. (6) Given the product [Cl:1][C:2]1[CH:7]=[CH:6][C:5](/[CH:8]=[CH:9]/[C:10]2[O:11][CH:12]=[C:13]([CH2:15][O:16][C:18]3[N:19]=[N:20][C:21]([CH2:24][CH2:25][CH2:26][CH2:27][N:28]4[CH:32]=[N:31][CH:30]=[N:29]4)=[CH:22][CH:23]=3)[N:14]=2)=[CH:4][CH:3]=1, predict the reactants needed to synthesize it. The reactants are: [Cl:1][C:2]1[CH:7]=[CH:6][C:5]([CH:8]=[CH:9][C:10]2[O:11][CH:12]=[C:13]([CH2:15][OH:16])[N:14]=2)=[CH:4][CH:3]=1.Cl[C:18]1[N:19]=[N:20][C:21]([CH2:24][CH2:25][CH2:26][CH2:27][N:28]2[CH:32]=[N:31][CH:30]=[N:29]2)=[CH:22][CH:23]=1.CC(C)([O-])C.[Na+].[NH4+].[Cl-].